From a dataset of Full USPTO retrosynthesis dataset with 1.9M reactions from patents (1976-2016). Predict the reactants needed to synthesize the given product. (1) Given the product [NH2:17][C:5]1[CH:4]=[C:3]([O:2][CH3:1])[C:11]([O:12][CH2:13][CH2:14][O:15][CH3:16])=[CH:10][C:6]=1[C:7]([NH2:9])=[O:8], predict the reactants needed to synthesize it. The reactants are: [CH3:1][O:2][C:3]1[C:11]([O:12][CH2:13][CH2:14][O:15][CH3:16])=[CH:10][C:6]([C:7]([NH2:9])=[O:8])=[C:5]([N+:17]([O-])=O)[CH:4]=1.[NH4+].[Cl-]. (2) Given the product [Br:1][C:2]1[N:3]=[C:4]([C:10]([F:13])([F:12])[F:11])[S:5][C:6]=1[C:7]1[N:14]=[C:15]2[CH:20]=[C:19]([C:21]([F:23])([F:22])[F:24])[CH:18]=[CH:17][N:16]2[CH:8]=1, predict the reactants needed to synthesize it. The reactants are: [Br:1][C:2]1[N:3]=[C:4]([C:10]([F:13])([F:12])[F:11])[S:5][C:6]=1[C:7](=O)[CH3:8].[NH2:14][C:15]1[CH:20]=[C:19]([C:21]([F:24])([F:23])[F:22])[CH:18]=[CH:17][N:16]=1.N1C2C(=CC=C3C=2N=CC=C3)C=CC=1. (3) Given the product [Br:12][CH2:8][C:7]1[C:3]([CH2:1][CH3:2])=[N:4][O:5][C:6]=1[CH2:10][CH3:11], predict the reactants needed to synthesize it. The reactants are: [CH2:1]([C:3]1[C:7]([CH2:8]O)=[C:6]([CH2:10][CH3:11])[O:5][N:4]=1)[CH3:2].[Br:12]P(Br)Br. (4) Given the product [C:32]([C:34]1[N:35]=[C:36]([C:47]([NH:1][C:2]2[CH:3]=[CH:4][C:5]([CH:16]3[CH2:21][C:20]([CH3:22])([CH3:23])[O:19][C:18]([CH3:31])([C:24]([O:26][CH2:27][CH2:28][CH2:29][CH3:30])=[O:25])[CH2:17]3)=[N:6][C:7]=2[C:8]2[CH2:13][CH2:12][C:11]([CH3:15])([CH3:14])[CH2:10][CH:9]=2)=[O:48])[N:37]([CH2:39][O:40][CH2:41][CH2:42][Si:43]([CH3:44])([CH3:45])[CH3:46])[CH:38]=1)#[N:33], predict the reactants needed to synthesize it. The reactants are: [NH2:1][C:2]1[CH:3]=[CH:4][C:5]([CH:16]2[CH2:21][C:20]([CH3:23])([CH3:22])[O:19][C:18]([CH3:31])([C:24]([O:26][CH2:27][CH2:28][CH2:29][CH3:30])=[O:25])[CH2:17]2)=[N:6][C:7]=1[C:8]1[CH2:13][CH2:12][C:11]([CH3:15])([CH3:14])[CH2:10][CH:9]=1.[C:32]([C:34]1[N:35]=[C:36]([C:47]([O-])=[O:48])[N:37]([CH2:39][O:40][CH2:41][CH2:42][Si:43]([CH3:46])([CH3:45])[CH3:44])[CH:38]=1)#[N:33].[K+].C1CN([P+](Br)(N2CCCC2)N2CCCC2)CC1.F[P-](F)(F)(F)(F)F.C1CCC(N=C=NC2CCCCC2)CC1.CCN=C=NCCCN(C)C.CCN(C(C)C)C(C)C. (5) Given the product [CH2:1]([O:3][C:4]1[CH:9]=[CH:8][C:7]([C:10]2[Se:11][C:12]([CH2:15][CH3:16])=[CH:13][CH:14]=2)=[C:6]([F:17])[C:5]=1[F:18])[CH3:2], predict the reactants needed to synthesize it. The reactants are: [CH2:1]([O:3][C:4]1[CH:9]=[CH:8][C:7]([C:10]2[Se:11][C:12]([CH:15]=[CH2:16])=[CH:13][CH:14]=2)=[C:6]([F:17])[C:5]=1[F:18])[CH3:2]. (6) Given the product [CH2:25]([O:27][C:28]([C:30]1([C:33]2[CH:38]=[CH:37][C:36]([C:20]3[CH:21]=[CH:22][C:17]([C:16]4[O:15][CH:14]=[N:13][C:12]=4[NH:11][C:10]([O:9][C@@H:7]([C:1]4[CH:6]=[CH:5][CH:4]=[CH:3][CH:2]=4)[CH3:8])=[O:24])=[CH:18][CH:19]=3)=[CH:35][CH:34]=2)[CH2:31][CH2:32]1)=[O:29])[CH3:26], predict the reactants needed to synthesize it. The reactants are: [C:1]1([C@H:7]([O:9][C:10](=[O:24])[NH:11][C:12]2[N:13]=[CH:14][O:15][C:16]=2[C:17]2[CH:22]=[CH:21][C:20](Br)=[CH:19][CH:18]=2)[CH3:8])[CH:6]=[CH:5][CH:4]=[CH:3][CH:2]=1.[CH2:25]([O:27][C:28]([C:30]1([C:33]2[CH:38]=[CH:37][C:36](B3OC(C)(C)C(C)(C)O3)=[CH:35][CH:34]=2)[CH2:32][CH2:31]1)=[O:29])[CH3:26]. (7) Given the product [Cl:23][CH2:14][C:10]1[CH:11]=[N:12][O:13][C:9]=1[C:6]1[CH:7]=[CH:8][C:3]([S:2][CH3:1])=[CH:4][CH:5]=1, predict the reactants needed to synthesize it. The reactants are: [CH3:1][S:2][C:3]1[CH:8]=[CH:7][C:6]([C:9]2[O:13][N:12]=[CH:11][C:10]=2[CH2:14]O)=[CH:5][CH:4]=1.O1CCCC1.S(Cl)([Cl:23])=O. (8) Given the product [C:19]([C@:7]1([CH:10]([C:15]([O:17][CH3:18])=[O:16])[C:11]([O:13][CH3:14])=[O:12])[CH2:6][C@@H:5]2[C@H:8]1[CH:9]=[C:3]([CH2:1][CH3:2])[CH2:4]2)#[N:20], predict the reactants needed to synthesize it. The reactants are: [CH2:1]([C:3]1[CH2:4][C@H:5]2[C@@H:8]([CH:9]=1)[C:7](=[C:10]([C:15]([O:17][CH3:18])=[O:16])[C:11]([O:13][CH3:14])=[O:12])[CH2:6]2)[CH3:2].[C-:19]#[N:20].[Na+]. (9) The reactants are: [C:1]12([C:14]([OH:16])=[O:15])[CH2:10][CH:5]3[CH2:6][CH:7]([CH2:9][C:3]([C:11]([OH:13])=[O:12])([CH2:4]3)[CH2:2]1)[CH2:8]2.[OH:17]N1C(=O)C2=CC=CC=C2C1=O. Given the product [OH:17][C:5]12[CH2:4][C:3]3([C:11]([OH:13])=[O:12])[CH2:9][CH:7]([CH2:8][C:1]([C:14]([OH:16])=[O:15])([CH2:2]3)[CH2:10]1)[CH2:6]2, predict the reactants needed to synthesize it.